This data is from Forward reaction prediction with 1.9M reactions from USPTO patents (1976-2016). The task is: Predict the product of the given reaction. (1) Given the reactants [CH:1]([B-](F)(F)F)=[CH2:2].[K+].C(N(CC)CC)C.Br[C:16]1[CH:21]=[CH:20][CH:19]=[C:18]([F:22])[N:17]=1.C(=O)([O-])O.[Na+], predict the reaction product. The product is: [F:22][C:18]1[CH:19]=[CH:20][CH:21]=[C:16]([CH:1]=[CH2:2])[N:17]=1. (2) Given the reactants [C:1]([O:5][CH2:6][CH2:7][C:8]1[CH:13]=[CH:12][C:11]([N:14]2[C:18]3[CH:19]=[CH:20][C:21]([NH2:23])=[CH:22][C:17]=3[N:16]=[C:15]2[CH2:24][CH3:25])=[CH:10][CH:9]=1)(=[O:4])[CH2:2][CH3:3].[CH3:26][S:27](Cl)(=[O:29])=[O:28].N1C=CC=CC=1.C(O)(=O)CC(CC(O)=O)(C(O)=O)O, predict the reaction product. The product is: [C:1]([O:5][CH2:6][CH2:7][C:8]1[CH:9]=[CH:10][C:11]([N:14]2[C:18]3[CH:19]=[CH:20][C:21]([NH:23][S:27]([CH3:26])(=[O:29])=[O:28])=[CH:22][C:17]=3[N:16]=[C:15]2[CH2:24][CH3:25])=[CH:12][CH:13]=1)(=[O:4])[CH2:2][CH3:3]. (3) Given the reactants C([O-])([O-])=O.[K+].[K+].[F:7][C:8]1[CH:9]=[C:10]([OH:15])[CH:11]=[CH:12][C:13]=1[F:14].[CH3:16][O:17][C:18](=[O:27])/[CH:19]=[C:20](\[NH:22][C:23](=[O:26])[CH2:24]Br)/[CH3:21], predict the reaction product. The product is: [F:7][C:8]1[CH:9]=[C:10]([CH:11]=[CH:12][C:13]=1[F:14])[O:15][CH2:24][C:23]([NH:22]/[C:20](/[CH3:21])=[CH:19]\[C:18]([O:17][CH3:16])=[O:27])=[O:26]. (4) The product is: [F:1][C:2]([C:3]1[N:23]=[C:20]([S:21][CH3:22])[N:19]=[C:16]([NH2:18])[N:17]=1)([CH3:7])[CH3:6]. Given the reactants [F:1][C:2]([CH3:7])([CH3:6])[C:3](Cl)=O.C(N(CC)CC)C.I.[C:16]([NH:19][C:20](=[NH:23])[S:21][CH3:22])(=[NH:18])[NH2:17], predict the reaction product. (5) Given the reactants [Cl:1][CH2:2][C:3](Cl)=[O:4].[C:6]1([C:12]2([C:22]3[CH:27]=[CH:26][CH:25]=[CH:24][CH:23]=3)[C:21]3[C:16](=[CH:17][CH:18]=[CH:19][CH:20]=3)[CH2:15][CH2:14][NH:13]2)[CH:11]=[CH:10][CH:9]=[CH:8][CH:7]=1.O.C1(C)C=CC(S(O)(=O)=O)=CC=1, predict the reaction product. The product is: [Cl:1][CH2:2][C:3]([N:13]1[CH2:14][CH2:15][C:16]2[C:21](=[CH:20][CH:19]=[CH:18][CH:17]=2)[C:12]1([C:22]1[CH:23]=[CH:24][CH:25]=[CH:26][CH:27]=1)[C:6]1[CH:11]=[CH:10][CH:9]=[CH:8][CH:7]=1)=[O:4]. (6) The product is: [CH:25]1([C:9]2[CH:10]=[C:11]3[C:5](=[CH:13][CH:14]=2)[CH2:4][NH:3][CH2:6][CH2:7]3)[CH2:30][CH2:29][CH2:28][CH2:27][CH2:26]1. Given the reactants C([N:3]([CH2:6][CH3:7])[CH2:4][CH3:5])C.O[CH:9]1[CH2:14][CH2:13]N(C(OCC2C=CC=CC=2)=O)[CH2:11][CH2:10]1.[C:25]1(S(Cl)(=O)=O)[CH:30]=[CH:29][CH:28]=[CH:27][CH:26]=1, predict the reaction product.